Dataset: Peptide-MHC class II binding affinity with 134,281 pairs from IEDB. Task: Regression. Given a peptide amino acid sequence and an MHC pseudo amino acid sequence, predict their binding affinity value. This is MHC class II binding data. The peptide sequence is GEVLNALAYDVPIPG. The MHC is DRB1_0101 with pseudo-sequence DRB1_0101. The binding affinity (normalized) is 0.573.